Dataset: Peptide-MHC class I binding affinity with 185,985 pairs from IEDB/IMGT. Task: Regression. Given a peptide amino acid sequence and an MHC pseudo amino acid sequence, predict their binding affinity value. This is MHC class I binding data. (1) The peptide sequence is GEESASSGK. The MHC is HLA-A11:01 with pseudo-sequence HLA-A11:01. The binding affinity (normalized) is 0. (2) The peptide sequence is MTLVPVLEKK. The MHC is HLA-A68:01 with pseudo-sequence HLA-A68:01. The binding affinity (normalized) is 0.975. (3) The peptide sequence is IMDNSAKYV. The MHC is HLA-B40:01 with pseudo-sequence HLA-B40:01. The binding affinity (normalized) is 0. (4) The MHC is HLA-B35:01 with pseudo-sequence HLA-B35:01. The peptide sequence is RNWAHSSL. The binding affinity (normalized) is 0. (5) The peptide sequence is STVASSLVLL. The MHC is Mamu-A02 with pseudo-sequence Mamu-A02. The binding affinity (normalized) is 0.870. (6) The peptide sequence is SPEGEETII. The MHC is HLA-B54:01 with pseudo-sequence HLA-B54:01. The binding affinity (normalized) is 0.